This data is from Experimentally validated miRNA-target interactions with 360,000+ pairs, plus equal number of negative samples. The task is: Binary Classification. Given a miRNA mature sequence and a target amino acid sequence, predict their likelihood of interaction. (1) The miRNA is hsa-miR-331-3p with sequence GCCCCUGGGCCUAUCCUAGAA. The protein sequence of the target gene is MLPVDGEERKSEGSDTEGDRTSPCAVSSATLKDLEVGGSGRRCSDPAGQPSNLLPQRGLGAPLPAETAHTQPSPNDRSLYLSPKSSSASSSLHARQSPCQEQAAVLNSRSIKISRLNDTIKSLKQQKKQVEHQLEEEKKANNEKQKAERELEGQIQRLNTEKKKLNTDLYHMKHSLRYFEEESKDLAGRLQRSSQRIGELEWSLCAVAATQKKKPDGFSSRSKALLKRQLEQSIREQILLKGHVTQLKESLKEVQLERDQYAEQIKGERAQWQQRMRKMSQEVCTLKEEKKHDTHRVEEL.... Result: 1 (interaction). (2) The miRNA is hsa-miR-5695 with sequence ACUCCAAGAAGAAUCUAGACAG. The protein sequence of the target gene is MAEPSGAETRPPIRVTVKTPKDKEEIVICDRASVKEFKEEISRRFKAQQDQLVLIFAGKILKDGDTLNQHGIKDGLTVHLVIKTPQKAQDPAAATASSPSTPDPASAPSTTPASPATPAQPSTSGSASSDAGSGSRRSSGGGPSPGAGEGSPSATASILSGFGGILGLGSLGLGSANFMELQQQMQRQLMSNPEMLSQIMENPLVQDMMSNPDLMRHMIMANPQMQQLMERNPEISHMLNNPELMRQTMELARNPAMMQEMMRNQDRALSNLESIPGGYNALRRMYTDIQEPMFSAAREQ.... Result: 1 (interaction). (3) The miRNA is hsa-miR-4750-5p with sequence CUCGGGCGGAGGUGGUUGAGUG. The protein sequence of the target gene is MLGVRCLLRSVRFCSSAPFPKHKPSAKLSVRDALGAQNASGERIKIQGWIRSVRSQKEVLFLHVNDGSSLESLQVVADSGLDSRELNFGSSVEVQGQLIKSPSKRQNVELKAEKIKVIGNCDAKDFPIKYKERHPLEYLRQYPHFRCRTNVLGSILRIRSEATAAIHSFFKDSGFVHIHTPIITSNDSEGAGELFQLEPSGKLKVPEENFFNVPAFLTVSGQLHLEVMSGAFTQVFTFGPTFRAENSQSRRHLAEFYMIEAEISFVDSLQDLMQVIEELFKATTMMVLSKCPEDVELCHK.... Result: 0 (no interaction). (4) The miRNA is hsa-miR-6889-5p with sequence UCGGGGAGUCUGGGGUCCGGAAU. The protein sequence of the target gene is MASAVSPANLPAVLLQPRWKRVVGWSGPVPRPRHGHRAVAIKELIVVFGGGNEGIVDELHVYNTATNQWFIPAVRGDIPPGCAAYGFVCDGTRLLVFGGMVEYGKYSNDLYELQASRWEWKRLKAKTPKNGPPPCPRLGHSFSLVGNKCYLFGGLANDSEDPKNNIPRYLNDLYILELRPGSGVVAWDIPITYGVLPPPRESHTAVVYTEKDNKKSKLVIYGGMSGCRLGDLWTLDIDTLTWNKPSLSGVAPLPRSLHSATTIGNKMYVFGGWVPLVMDDVKVATHEKEWKCTNTLACLN.... Result: 1 (interaction). (5) The miRNA is hsa-miR-19a-3p with sequence UGUGCAAAUCUAUGCAAAACUGA. The protein sequence of the target gene is MPRCPAGAMDEGPVDLRTRPKAAGLPGAALPLRKRPLRAPSPEPAAPRGAAGLVVPLDPLRGGCDLPAVPGPPHGLARPEALYYPGALLPLYPTRAMGSPFPLVNLPTPLYPMMCPMEHPLSADIAMATRADEDGDTPLHIAVVQGNLPAVHRLVNLFQQGGRELDIYNNLRQTPLHLAVITTLPSVVRLLVTAGASPMALDRHGQTAAHLACEHRSPTCLRALLDSAAPGTLDLEARNYDGLTALHVAVNTECQETVQLLLERGADIDAVDIKSGRSPLIHAVENNSLSMVQLLLQHGA.... Result: 1 (interaction). (6) The miRNA is hsa-miR-6078 with sequence CCGCCUGAGCUAGCUGUGG. The protein sequence of the target gene is MSTGDSFETRFEKIDNLLRDPKSEVNSDCLLDGLDALVYDLDFPALRKNKNIDNFLSRYKDTINKIRDLRMKAEDYEVVKVIGRGAFGEVQLVRHKSTRKVYAMKLLSKFEMIKRSDSAFFWEERDIMAFANSPWVVQLFYAFQDDRYLYMVMEYMPGGDLVNLMSNYDVPEKWARFYTAEVVLALDAIHSMGFIHRDVKPDNMLLDKSGHLKLADFGTCMKMNKEGMVRCDTAVGTPDYISPEVLKSQGGDGYYGRECDWWSVGVFLYEMLVGDTPFYADSLVGTYSKIMNHKNSLTFP.... Result: 0 (no interaction). (7) Result: 0 (no interaction). The miRNA is hsa-miR-29c-3p with sequence UAGCACCAUUUGAAAUCGGUUA. The protein sequence of the target gene is MSETVPPAPAASAAPEKPLAGKKAKKPAKAAAASKKKPAGPSVSELIVQAASSSKERGGVSLAALKKALAAAGYDVEKNNSRIKLGIKSLVSKGTLVQTKGTGASGSFKLNKKASSVETKPGASKVATKTKATGASKKLKKATGASKKSVKTPKKAKKPAATRKSSKNPKKPKTVKPKKVAKSPAKAKAVKPKAAKARVTKPKTAKPKKAAPKKK. (8) The miRNA is hsa-miR-4516 with sequence GGGAGAAGGGUCGGGGC. The protein sequence of the target gene is MKPVHERSQECLPPKKRDLPVTSEDMGRTTSCSTNHTPSSDASEWSRGVVVAGQSQTGARVSLGGDGTEAITGLTVDQYGMLYKVAVPPATFSPTGLPSVVNMSPLPPTFNVASSLIQHPGIHYPPVHYAQLPSTSLQFIGSPYSLPYAVPPNFLPSPLLSPSANLATTHLPHFVPYASLLAEEATPPPQAASPAQSFNKSSSATSPPGQLPHHSNTQPLDLAPGRMPIYYQMSRLPAGYTLHETSTAGASPILTPQEGQSALEAAAANGQRQRERNVRRESEALDSASSKGESQGLVPV.... Result: 0 (no interaction). (9) Result: 0 (no interaction). The protein sequence of the target gene is MYKMEYSYLNSSAYESCMAGMDTSSLASAYADFSSCSQASGFQYNPIRTTFGATSGCPSLTPGSCSLGTLRDHQSSPYAAVPYKLFTDHGGLNEKRKQRRIRTTFTSAQLKELERVFAETHYPDIYTREELALKIDLTEARVQVWFQNRRAKFRKQERAAAAAAAAAKNGSSGKKSDSSRDDESKEAKSTDPDSTGGPGPNPNPTPSCGANGGGGGGPSPAGAPGAAGPGGPGGEPGKGGAAAAAAAAAAAAAAAAAAAAGGLAAAGGPGQGWAPGPGPITSIPDSLGGPFASVLSSLQR.... The miRNA is hsa-miR-4293 with sequence CAGCCUGACAGGAACAG. (10) The miRNA is hsa-miR-548j-3p with sequence CAAAAACUGCAUUACUUUUGC. The protein sequence of the target gene is MAALGRPFSGLPLSGGSDFLQPPQPAFPGRAFPPGADGAELAPRPGPRAVPSSPAGSAARGRVSVHCKKKHKREEEEDDDCPVRKKRITEAELCAGPNDWILCAHQDVEGHGVNPSVSGLSIPGILDVICEEMDQTTGEPQCEVARRKLQEIEDRIIDEDEEVEADRNVNHLPSLVLSDTMKTGLKREFDEVFTKKMIESMSRPSMELVLWKPLPELLSDKPKPSSNTKNYTGESQAKHVAAGTAFPQRTELFSEPRPTGMSLYNSLETATSTEEEMEL. Result: 1 (interaction).